Dataset: Full USPTO retrosynthesis dataset with 1.9M reactions from patents (1976-2016). Task: Predict the reactants needed to synthesize the given product. (1) Given the product [CH2:7]([C@H:8]1[CH2:9][O:10]1)[CH2:11][C:3]1[CH:2]=[CH:1][CH:6]=[CH:5][CH:4]=1, predict the reactants needed to synthesize it. The reactants are: [CH3:1][CH2:2][CH2:3][CH2:4][CH2:5][CH3:6].[CH3:7][CH:8]([OH:10])[CH3:9].[CH:11](Cl)(Cl)Cl. (2) Given the product [C:1]([O:5][C:6]([N:8]1[CH2:12][CH2:11][CH2:10][C@H:9]1[C:13]1[N:23]=[N:22][N:21]([C:15]2[CH:20]=[CH:19][CH:18]=[CH:17][CH:16]=2)[CH:14]=1)=[O:7])([CH3:4])([CH3:3])[CH3:2], predict the reactants needed to synthesize it. The reactants are: [C:1]([O:5][C:6]([N:8]1[CH2:12][CH2:11][CH2:10][C@H:9]1[C:13]#[CH:14])=[O:7])([CH3:4])([CH3:3])[CH3:2].[C:15]1([N:21]=[N+:22]=[N-:23])[CH:20]=[CH:19][CH:18]=[CH:17][CH:16]=1. (3) The reactants are: [CH3:1][NH:2][C:3]([C:5]1[CH:10]=[CH:9][C:8]([NH:11][C:12]2([C:15]([OH:17])=O)[CH2:14][CH2:13]2)=[CH:7][C:6]=1[F:18])=[O:4].[F:19][C:20]([F:33])([F:32])[C:21]1[CH:28]=[C:27]([N:29]=C=S)[CH:26]=[CH:25][C:22]=1[C:23]#[N:24]. Given the product [C:23]([C:22]1[CH:25]=[CH:26][C:27]([NH:29][C:15]([C:12]2([NH:11][C:8]3[CH:9]=[CH:10][C:5]([C:3]([NH:2][CH3:1])=[O:4])=[C:6]([F:18])[CH:7]=3)[CH2:13][CH2:14]2)=[O:17])=[CH:28][C:21]=1[C:20]([F:19])([F:32])[F:33])#[N:24], predict the reactants needed to synthesize it. (4) Given the product [OH:2][C:3]1[C:11]2[CH:10]=[C:9]([C:12]3[O:16][N:15]=[C:14]([CH3:17])[CH:13]=3)[O:8][C:7]=2[CH:6]=[CH:5][CH:4]=1, predict the reactants needed to synthesize it. The reactants are: C[O:2][C:3]1[C:11]2[CH:10]=[C:9]([C:12]3[O:16][N:15]=[C:14]([CH3:17])[CH:13]=3)[O:8][C:7]=2[CH:6]=[CH:5][CH:4]=1.B(Br)(Br)Br. (5) Given the product [CH2:1]([N:8]1[CH2:14][C:13]2[CH:16]=[CH:17][N:18]=[C:19]([Cl:20])[C:12]=2[O:11][CH2:10][CH2:9]1)[C:2]1[CH:7]=[CH:6][CH:5]=[CH:4][CH:3]=1, predict the reactants needed to synthesize it. The reactants are: [CH2:1]([N:8]1[C:14](=O)[C:13]2[CH:16]=[CH:17][N:18]=[C:19]([Cl:20])[C:12]=2[O:11][CH2:10][CH2:9]1)[C:2]1[CH:7]=[CH:6][CH:5]=[CH:4][CH:3]=1.CO.